From a dataset of Full USPTO retrosynthesis dataset with 1.9M reactions from patents (1976-2016). Predict the reactants needed to synthesize the given product. (1) The reactants are: [CH3:1][O:2][CH:3]([C:7]1[N:11]([CH2:12][O:13][CH2:14][CH2:15][Si:16]([CH3:19])([CH3:18])[CH3:17])[C:10]2[CH:20]=[CH:21][CH:22]=[CH:23][C:9]=2[N:8]=1)[C:4](O)=[O:5].Cl.Cl.[CH2:26]([O:33][C:34](=[O:46])[NH:35][C:36]([C:38]1[CH:43]=[CH:42][C:41]([CH2:44][NH2:45])=[CH:40][CH:39]=1)=[NH:37])[C:27]1[CH:32]=[CH:31][CH:30]=[CH:29][CH:28]=1. Given the product [CH2:26]([O:33][C:34](=[O:46])/[N:35]=[C:36](/[NH2:37])\[C:38]1[CH:39]=[CH:40][C:41]([CH2:44][NH:45][C:4](=[O:5])[CH:3]([O:2][CH3:1])[C:7]2[N:11]([CH2:12][O:13][CH2:14][CH2:15][Si:16]([CH3:19])([CH3:18])[CH3:17])[C:10]3[CH:20]=[CH:21][CH:22]=[CH:23][C:9]=3[N:8]=2)=[CH:42][CH:43]=1)[C:27]1[CH:32]=[CH:31][CH:30]=[CH:29][CH:28]=1, predict the reactants needed to synthesize it. (2) The reactants are: [CH3:1][S:2]([C:5]1[CH:11]=[CH:10][C:8]([NH2:9])=[CH:7][CH:6]=1)(=[O:4])=[O:3].C[Al](C)C.[S:16]1[CH:20]=[CH:19][CH:18]=[C:17]1[C:21]#[N:22]. Given the product [CH3:1][S:2]([C:5]1[CH:11]=[CH:10][C:8]([NH:9][C:21]([C:17]2[S:16][CH:20]=[CH:19][CH:18]=2)=[NH:22])=[CH:7][CH:6]=1)(=[O:3])=[O:4], predict the reactants needed to synthesize it. (3) Given the product [Cl:1][C:2]1[C:3]([CH2:8][NH:9][C:10]([CH:12]2[CH2:17][CH2:16][CH:15]([N:18]([CH2:19][CH2:20][O:21][CH3:22])[C:38](=[O:39])[O:37][CH2:30][C:31]3[CH:36]=[CH:35][CH:34]=[CH:33][CH:32]=3)[CH2:14][CH2:13]2)=[O:11])=[N:4][CH:5]=[CH:6][N:7]=1, predict the reactants needed to synthesize it. The reactants are: [Cl:1][C:2]1[C:3]([CH2:8][NH:9][C:10]([CH:12]2[CH2:17][CH2:16][CH:15]([NH:18][CH2:19][CH2:20][O:21][CH3:22])[CH2:14][CH2:13]2)=[O:11])=[N:4][CH:5]=[CH:6][N:7]=1.C(N(CC)CC)C.[CH2:30]([O:37][C:38](ON1C(=O)CCC1=O)=[O:39])[C:31]1[CH:36]=[CH:35][CH:34]=[CH:33][CH:32]=1.Cl. (4) Given the product [NH2:1][C:2]1[N:10]=[C:9]2[CH:8]=[CH:7][C:6]([O:21][C:22]3[CH:23]=[CH:24][C:25]([Cl:38])=[C:26]([NH:28][C:29]([C:31]4[N:35]([CH3:36])[N:34]=[C:33]([CH3:37])[CH:32]=4)=[O:30])[CH:27]=3)=[CH:5][N:4]2[CH:3]=1, predict the reactants needed to synthesize it. The reactants are: [NH2:1][C:2](=O)[CH2:3][N:4]1[CH:9]([NH:10]S(C2C=CC(C)=CC=2)(=O)=O)[CH:8]=[CH:7][C:6]([O:21][C:22]2[CH:23]=[CH:24][C:25]([Cl:38])=[C:26]([NH:28][C:29]([C:31]3[N:35]([CH3:36])[N:34]=[C:33]([CH3:37])[CH:32]=3)=[O:30])[CH:27]=2)=[CH:5]1.FC(F)(F)C(OC(=O)C(F)(F)F)=O. (5) Given the product [Cl:24][C:25]1[CH:26]=[CH:27][C:28]2[N:29]([N:35]=[C:36]([C:58]3[CH:59]=[CH:60][CH:61]=[CH:62][CH:63]=3)[C:37]=2[CH:38]([OH:57])[C:39]2[CH:44]=[CH:43][CH:42]=[C:41]([C:45]3[CH:46]=[C:47]([F:56])[C:48]([O:52][CH2:53][O:54][CH3:55])=[C:49]([F:51])[CH:50]=3)[N:40]=2)[CH:30]=1, predict the reactants needed to synthesize it. The reactants are: O1CCCC1.[F-].C([N+](CCCC)(CCCC)CCCC)CCC.[Cl:24][C:25]1[CH:26]=[CH:27][C:28]2[N:29]([N:35]=[C:36]([C:58]3[CH:63]=[CH:62][CH:61]=[CH:60][CH:59]=3)[C:37]=2[CH:38]([OH:57])[C:39]2[CH:44]=[CH:43][CH:42]=[C:41]([C:45]3[CH:50]=[C:49]([F:51])[C:48]([O:52][CH2:53][O:54][CH3:55])=[C:47]([F:56])[CH:46]=3)[N:40]=2)[C:30]=1[Si](C)(C)C.[Cl-].[NH4+].